Dataset: Full USPTO retrosynthesis dataset with 1.9M reactions from patents (1976-2016). Task: Predict the reactants needed to synthesize the given product. (1) Given the product [Cl:1][C:2]1[C:15]([NH:16][C:17]([NH:20][C:21]2[CH:39]=[C:25]([C:26](=[O:27])[NH:28][C@H:29]3[CH2:30][CH2:31][C@H:32]([C:35]([F:38])([F:36])[F:37])[CH2:33][CH2:34]3)[C:24]([O:40][CH2:41][CH:42]([F:43])[F:44])=[N:23][C:22]=2[NH2:45])=[S:18])=[C:14]([Cl:19])[CH:13]=[CH:12][C:3]=1[CH2:4][NH:5][C:6](=[O:11])[C:7]([CH3:8])([CH3:9])[CH3:10], predict the reactants needed to synthesize it. The reactants are: [Cl:1][C:2]1[C:15]([N:16]=[C:17]=[S:18])=[C:14]([Cl:19])[CH:13]=[CH:12][C:3]=1[CH2:4][NH:5][C:6](=[O:11])[C:7]([CH3:10])([CH3:9])[CH3:8].[NH2:20][C:21]1[C:22]([NH2:45])=[N:23][C:24]([O:40][CH2:41][CH:42]([F:44])[F:43])=[C:25]([CH:39]=1)[C:26]([NH:28][C@H:29]1[CH2:34][CH2:33][C@H:32]([C:35]([F:38])([F:37])[F:36])[CH2:31][CH2:30]1)=[O:27]. (2) Given the product [C:5]([O:4][CH2:1][CH2:2][CH2:25][CH2:24][CH2:23][CH2:22][CH2:21][CH2:20]/[CH:19]=[CH:18]\[CH2:17]/[CH:16]=[CH:15]/[CH3:14])(=[O:7])[CH3:6], predict the reactants needed to synthesize it. The reactants are: [C:1]([O:4][C:5](=[O:7])[CH3:6])(=O)[CH3:2].N1C=CC=CC=1.[CH2:14](O)[CH2:15][CH2:16][CH2:17][CH2:18][CH2:19][CH2:20][CH2:21]/[CH:22]=[CH:23]\[CH2:24]/[CH:25]=C/C.CCOC(C)=O. (3) Given the product [F:8][C:5]1[CH:6]=[CH:7][C:2]([NH:25][N:24]=[C:11]([C:12]2[CH:17]=[CH:16][CH:15]=[CH:14][CH:13]=2)[C:18]2[CH:23]=[CH:22][CH:21]=[CH:20][CH:19]=2)=[C:3]([O:9][CH3:10])[CH:4]=1, predict the reactants needed to synthesize it. The reactants are: Cl[C:2]1[CH:7]=[CH:6][C:5]([F:8])=[CH:4][C:3]=1[O:9][CH3:10].[C:11](=[N:24][NH2:25])([C:18]1[CH:23]=[CH:22][CH:21]=[CH:20][CH:19]=1)[C:12]1[CH:17]=[CH:16][CH:15]=[CH:14][CH:13]=1.CC(C)([O-])C.[Na+].C(P(C(C)(C)C)C1C=CC=CC=1C1C=CC=CC=1)(C)(C)C. (4) Given the product [CH:21]([C:18]1[N:17]=[C:16]([N:13]2[CH2:14][CH2:15][CH:10]([O:9][C:7]3[S:8][C:4]4[CH:3]=[C:2]([C:34]5[CH2:39][CH2:38][N:37]([C:40]([O:42][C:43]([CH3:46])([CH3:45])[CH3:44])=[O:41])[CH2:36][CH:35]=5)[CH:25]=[CH:24][C:5]=4[N:6]=3)[CH2:11][CH2:12]2)[O:20][N:19]=1)([CH3:23])[CH3:22], predict the reactants needed to synthesize it. The reactants are: Br[C:2]1[CH:25]=[CH:24][C:5]2[N:6]=[C:7]([O:9][CH:10]3[CH2:15][CH2:14][N:13]([C:16]4[O:20][N:19]=[C:18]([CH:21]([CH3:23])[CH3:22])[N:17]=4)[CH2:12][CH2:11]3)[S:8][C:4]=2[CH:3]=1.CC1(C)C(C)(C)OB([C:34]2[CH2:39][CH2:38][N:37]([C:40]([O:42][C:43]([CH3:46])([CH3:45])[CH3:44])=[O:41])[CH2:36][CH:35]=2)O1.C(=O)([O-])[O-].[K+].[K+].